From a dataset of Full USPTO retrosynthesis dataset with 1.9M reactions from patents (1976-2016). Predict the reactants needed to synthesize the given product. (1) Given the product [Br:1][C:2]1[CH:3]=[N:4][C:5]([N:12]([CH3:14])[CH3:13])=[C:6]([CH:11]=1)[C:7]([O:9][CH3:10])=[O:8], predict the reactants needed to synthesize it. The reactants are: [Br:1][C:2]1[CH:3]=[N:4][C:5]([NH:12][CH3:13])=[C:6]([CH:11]=1)[C:7]([O:9][CH3:10])=[O:8].[CH3:14]NC. (2) Given the product [CH:16]1([CH2:15][C:11]2([C:13]([OH:26])=[O:14])[CH2:12][CH:7]3[CH2:6][N:5]([C:3](=[O:4])[N:2]([CH3:1])[CH3:22])[CH2:9][CH:8]3[CH2:10]2)[CH2:21][CH2:20][CH2:19][CH2:18][CH2:17]1, predict the reactants needed to synthesize it. The reactants are: [CH3:1][N:2]([CH3:22])[C:3]([N:5]1[CH2:9][CH:8]2[CH2:10][C:11]([CH2:15][CH:16]3[CH2:21][CH2:20][CH2:19][CH2:18][CH2:17]3)([CH:13]=[O:14])[CH2:12][CH:7]2[CH2:6]1)=[O:4].O.O.P([O-])(O)(O)=[O:26].[Na+].Cl([O-])=O.[Na+].CC(=CC)C. (3) The reactants are: [CH:1]1([N:5]2[CH2:11][CH2:10][C:9]3[CH:12]=[C:13]([C:16]([OH:18])=O)[CH:14]=[CH:15][C:8]=3[CH2:7][CH2:6]2)[CH2:4][CH2:3][CH2:2]1.[OH-].[NH4+:20]. Given the product [CH:1]1([N:5]2[CH2:11][CH2:10][C:9]3[CH:12]=[C:13]([C:16]([NH2:20])=[O:18])[CH:14]=[CH:15][C:8]=3[CH2:7][CH2:6]2)[CH2:4][CH2:3][CH2:2]1, predict the reactants needed to synthesize it. (4) Given the product [O:19]=[S:11]1(=[O:20])[C:12]2[CH:18]=[CH:17][CH:16]=[CH:15][C:13]=2[NH:14][C:9]([C:6]2[C:7](=[O:8])[N:2]([N:1]=[CH:25][CH2:26][CH2:27][CH2:28][CH3:29])[C:3]3[CH:24]=[CH:23][S:22][C:4]=3[C:5]=2[OH:21])=[N:10]1, predict the reactants needed to synthesize it. The reactants are: [NH2:1][N:2]1[C:7](=[O:8])[C:6]([C:9]2[NH:14][C:13]3[CH:15]=[CH:16][CH:17]=[CH:18][C:12]=3[S:11](=[O:20])(=[O:19])[N:10]=2)=[C:5]([OH:21])[C:4]2[S:22][CH:23]=[CH:24][C:3]1=2.[CH:25](=O)[CH2:26][CH2:27][CH2:28][CH3:29]. (5) The reactants are: [F:1][C:2]1[CH:3]=[C:4]([CH:6]=[C:7]([C:9]([F:12])([F:11])[F:10])[CH:8]=1)[NH2:5].Cl.[CH2:14]([O:16]CC)C. Given the product [F:1][C:2]1[CH:3]=[C:4]([N:5]=[C:14]=[O:16])[CH:6]=[C:7]([C:9]([F:10])([F:11])[F:12])[CH:8]=1, predict the reactants needed to synthesize it. (6) Given the product [CH2:31]([O:30][C:28](=[O:29])[CH2:6][O:7][C:8]1[C:9]2[C:10](=[N:11][CH:12]=[CH:13][CH:14]=2)[S:15][C:16]=1[C:17]#[N:18])[CH3:32], predict the reactants needed to synthesize it. The reactants are: CN(C=O)C.[CH3:6][O:7][C:8](=O)[C:9]1[CH:14]=[CH:13][CH:12]=[N:11][C:10]=1[S:15][CH2:16][C:17]#[N:18].CC(C)([O-])C.[K+].BrC[C:28]([O:30][CH2:31][CH3:32])=[O:29].